The task is: Binary Classification. Given a T-cell receptor sequence (or CDR3 region) and an epitope sequence, predict whether binding occurs between them.. This data is from TCR-epitope binding with 47,182 pairs between 192 epitopes and 23,139 TCRs. (1) The epitope is FPPTSFGPL. The TCR CDR3 sequence is CAIREVEGETQYF. Result: 0 (the TCR does not bind to the epitope). (2) The epitope is AYILFTRFFYV. The TCR CDR3 sequence is CASSYGEGSGANVLTF. Result: 1 (the TCR binds to the epitope).